Dataset: Reaction yield outcomes from USPTO patents with 853,638 reactions. Task: Predict the reaction yield, written as a fraction of the theoretical maximum amount of product (1.0 means a 100% yield; for example, 0.34 means a 34% yield). (1) The reactants are Cl[C:2]1[N:7]=[N:6][C:5]([C:8]#[N:9])=[CH:4][CH:3]=1.[F:10][C:11]1[C:12]([C:17]2([CH2:21][NH2:22])[CH2:20][CH2:19][CH2:18]2)=[N:13][CH:14]=[CH:15][CH:16]=1.C(N(CC)CC)C.CN1C(=O)CCC1. The catalyst is O.C(OCC)(=O)C. The product is [F:10][C:11]1[C:12]([C:17]2([CH2:21][NH:22][C:2]3[N:7]=[N:6][C:5]([C:8]#[N:9])=[CH:4][CH:3]=3)[CH2:20][CH2:19][CH2:18]2)=[N:13][CH:14]=[CH:15][CH:16]=1. The yield is 0.250. (2) The reactants are [C:1]([O:23]C)(=O)[CH2:2][CH2:3][CH2:4][CH2:5][CH2:6][CH2:7][CH2:8]/[CH:9]=[CH:10]\[CH2:11][CH2:12][CH2:13][CH2:14][CH2:15][CH2:16][CH2:17][C:18]([O:20][CH3:21])=[O:19].N(CCCC)(CCCC)CCCC.O. The catalyst is C(Cl)Cl.[Cl-].[Cl-].[Cl-].[Cl-].[Zr+4]. The product is [CH3:21][O:20][C:18]([CH:17]1[CH2:16][CH2:15][CH2:14][CH2:13][CH2:12][CH2:11][CH:10]=[CH:9][CH2:8][CH2:7][CH2:6][CH2:5][CH2:4][CH2:3][CH2:2][C:1]1=[O:23])=[O:19]. The yield is 0.280.